Predict the product of the given reaction. From a dataset of Forward reaction prediction with 1.9M reactions from USPTO patents (1976-2016). (1) Given the reactants [C:1]1([OH:7])[CH:6]=[CH:5][CH:4]=[CH:3][CH:2]=1.[C:8](=[O:13])(OC)[O:9][CH3:10].[C:14]1(O)[CH:19]=[CH:18]C=[CH:16][CH:15]=1.C(=O)(OC)OC, predict the reaction product. The product is: [C:8](=[O:13])([O:9][C:10]1[CH:18]=[CH:19][CH:14]=[CH:15][CH:16]=1)[O:7][C:1]1[CH:6]=[CH:5][CH:4]=[CH:3][CH:2]=1. (2) Given the reactants C[Si](C)(C)[O:3][C:4]1[CH2:9][CH2:8][CH:7]([C:10]2[CH:15]=[CH:14][CH:13]=[CH:12][CH:11]=2)[CH2:6][CH:5]=1.[C:18](Cl)([CH3:21])([CH3:20])[CH3:19], predict the reaction product. The product is: [C:18]([CH:5]1[CH2:6][CH:7]([C:10]2[CH:15]=[CH:14][CH:13]=[CH:12][CH:11]=2)[CH2:8][CH2:9][C:4]1=[O:3])([CH3:21])([CH3:20])[CH3:19]. (3) Given the reactants [F:1][C:2]1[C:3]([N+:24]([O-])=O)=[C:4]2[C:9]3=[C:10]([O:13][CH2:14][C:15]4([CH2:19][CH2:18][CH2:17][CH2:16]4)[N:8]3[CH:7]=[C:6]([C:20]([NH2:22])=[O:21])[C:5]2=[O:23])[C:11]=1[F:12].S(S([O-])=O)([O-])=O.[Na+].[Na+].O, predict the reaction product. The product is: [NH2:24][C:3]1[C:2]([F:1])=[C:11]([F:12])[C:10]2[O:13][CH2:14][C:15]3([CH2:16][CH2:17][CH2:18][CH2:19]3)[N:8]3[C:9]=2[C:4]=1[C:5](=[O:23])[C:6]([C:20]([NH2:22])=[O:21])=[CH:7]3. (4) Given the reactants [CH2:1]([C:8]1[S:12][C:11]([NH:13][C:14](=[O:25])[C:15]2[CH:20]=[CH:19][C:18]([O:21]C)=[CH:17][C:16]=2[O:23]C)=[N:10][C:9]=1[C:26]1[CH:31]=[CH:30][C:29]([O:32]C)=[CH:28][CH:27]=1)[C:2]1[CH:7]=[CH:6][CH:5]=[CH:4][CH:3]=1.B(Br)(Br)Br, predict the reaction product. The product is: [CH2:1]([C:8]1[S:12][C:11]([NH:13][C:14](=[O:25])[C:15]2[CH:20]=[CH:19][C:18]([OH:21])=[CH:17][C:16]=2[OH:23])=[N:10][C:9]=1[C:26]1[CH:27]=[CH:28][C:29]([OH:32])=[CH:30][CH:31]=1)[C:2]1[CH:7]=[CH:6][CH:5]=[CH:4][CH:3]=1. (5) Given the reactants [F:1][C:2]1[N:7]=[CH:6][C:5]([N:8]2[CH2:12][CH2:11][C@H:10]([NH2:13])[CH2:9]2)=[CH:4][CH:3]=1.[S:14]1[CH:18]=[C:17](C=O)[C:16]2[CH:21]=[CH:22][CH:23]=[CH:24][C:15]1=2.[CH2:25](O)C(N)(CO)CO.[BH4-].[Na+], predict the reaction product. The product is: [S:14]1[CH:18]=[C:17]([N:13]([CH3:25])[C@H:10]2[CH2:11][CH2:12][N:8]([C:5]3[CH:6]=[N:7][C:2]([F:1])=[CH:3][CH:4]=3)[CH2:9]2)[C:16]2[CH:21]=[CH:22][CH:23]=[CH:24][C:15]1=2. (6) Given the reactants Br[C:2]1[CH:3]=[CH:4][C:5]([C:10]([O:12][CH2:13][CH3:14])=[O:11])=[N:6][C:7]=1[O:8][CH3:9].[CH3:15][C:16]1([CH3:30])[CH2:21][O:20][B:19]([B:19]2[O:20][CH2:21][C:16]([CH3:30])([CH3:15])[CH2:17][O:18]2)[O:18][CH2:17]1.C([O-])(=O)C.[K+].ClCCl, predict the reaction product. The product is: [CH3:15][C:16]1([CH3:30])[CH2:21][O:20][B:19]([C:2]2[CH:3]=[CH:4][C:5]([C:10]([O:12][CH2:13][CH3:14])=[O:11])=[N:6][C:7]=2[O:8][CH3:9])[O:18][CH2:17]1. (7) Given the reactants [CH3:1][O:2][C@@H:3]1[C@@H:7]([O:8][N+:9]([O-:11])=[O:10])[CH2:6][C@H:5]([C:12]([O:14]C)=[O:13])[CH2:4]1.[OH-].[K+].Cl, predict the reaction product. The product is: [CH3:1][O:2][C@H:3]1[C@H:7]([O:8][N+:9]([O-:11])=[O:10])[CH2:6][C@@H:5]([C:12]([OH:14])=[O:13])[CH2:4]1.